The task is: Regression. Given a peptide amino acid sequence and an MHC pseudo amino acid sequence, predict their binding affinity value. This is MHC class I binding data.. This data is from Peptide-MHC class I binding affinity with 185,985 pairs from IEDB/IMGT. The peptide sequence is GGRAHRMAL. The MHC is HLA-C15:02 with pseudo-sequence HLA-C15:02. The binding affinity (normalized) is 0.0847.